Dataset: Reaction yield outcomes from USPTO patents with 853,638 reactions. Task: Predict the reaction yield, written as a fraction of the theoretical maximum amount of product (1.0 means a 100% yield; for example, 0.34 means a 34% yield). (1) The reactants are [CH2:1]([O:8][C:9]1[CH:10]=[CH:11][C:12]2[O:16][C:15]([CH:17]([NH:21][C:22]3[CH:27]=[CH:26][C:25]([C:28]([N:30]([CH3:38])[CH2:31][CH2:32][C:33]([O:35]CC)=[O:34])=[O:29])=[CH:24][CH:23]=3)[CH:18]([CH3:20])[CH3:19])=[C:14]([CH3:39])[C:13]=2[CH:40]=1)[C:2]1[CH:7]=[CH:6][CH:5]=[CH:4][CH:3]=1.[OH-].[Na+]. The catalyst is C(O)C. The product is [CH2:1]([O:8][C:9]1[CH:10]=[CH:11][C:12]2[O:16][C:15]([CH:17]([NH:21][C:22]3[CH:23]=[CH:24][C:25]([C:28]([N:30]([CH3:38])[CH2:31][CH2:32][C:33]([OH:35])=[O:34])=[O:29])=[CH:26][CH:27]=3)[CH:18]([CH3:19])[CH3:20])=[C:14]([CH3:39])[C:13]=2[CH:40]=1)[C:2]1[CH:3]=[CH:4][CH:5]=[CH:6][CH:7]=1. The yield is 0.790. (2) The reactants are [Cl:1][C:2]1[CH:10]=[C:9]([F:11])[C:8]([N+:12]([O-:14])=[O:13])=[CH:7][C:3]=1[C:4]([OH:6])=O.[C:15](Cl)(=[O:19])[C:16](Cl)=O.[Cl-].[Mg+2].[Cl-].C([CH:26](C([O-])=O)[C:27]([O-])=[O:28])C.[K+].[K+].C(N(CC)CC)C.Cl. The catalyst is C(Cl)Cl.C(#N)C.C1(C)C=CC=CC=1.CN(C=O)C. The product is [Cl:1][C:2]1[CH:10]=[C:9]([F:11])[C:8]([N+:12]([O-:14])=[O:13])=[CH:7][C:3]=1[C:4](=[O:6])[CH2:26][C:27]([O:19][CH2:15][CH3:16])=[O:28]. The yield is 0.750.